Task: Regression. Given a peptide amino acid sequence and an MHC pseudo amino acid sequence, predict their binding affinity value. This is MHC class I binding data.. Dataset: Peptide-MHC class I binding affinity with 185,985 pairs from IEDB/IMGT (1) The peptide sequence is RQKLKDAEK. The MHC is HLA-B39:01 with pseudo-sequence HLA-B39:01. The binding affinity (normalized) is 0.0847. (2) The peptide sequence is TESDAIRTL. The MHC is HLA-B27:05 with pseudo-sequence HLA-B27:05. The binding affinity (normalized) is 0.0847.